Dataset: Rat liver microsome stability data. Task: Regression/Classification. Given a drug SMILES string, predict its absorption, distribution, metabolism, or excretion properties. Task type varies by dataset: regression for continuous measurements (e.g., permeability, clearance, half-life) or binary classification for categorical outcomes (e.g., BBB penetration, CYP inhibition). Dataset: rlm. (1) The molecule is O=C1CCCC2=C1C(c1n[nH]cc1Cl)NC(Nc1nc3cc(S(=O)(=O)N4CCOCC4)ccc3o1)=N2. The result is 1 (stable in rat liver microsomes). (2) The drug is Oc1c2c(-c3nccs3)nc(Cc3ccc4c(c3)OCO4)c-2oc2cccc(F)c12. The result is 0 (unstable in rat liver microsomes). (3) The molecule is CNC(=O)[C@@H](NC(=O)c1cnc(-c2ccc(CSc3nc(O)c4c(n3)CCC4)c(F)c2)n1C)C(C)C. The result is 1 (stable in rat liver microsomes). (4) The compound is C[C@@H](c1ccc(-c2ccc(F)cc2F)cc1)N1CC[C@](CCO)(c2ccc(F)cc2)OC1=O. The result is 0 (unstable in rat liver microsomes). (5) The compound is O=C(Nc1ncc(Cc2ccc(C(F)(F)F)cc2)s1)c1cnc(-c2ccccc2)s1. The result is 0 (unstable in rat liver microsomes). (6) The compound is CN(C)CC1(c2ccc3ccccc3c2)CCCCC1. The result is 1 (stable in rat liver microsomes).